Dataset: NCI-60 drug combinations with 297,098 pairs across 59 cell lines. Task: Regression. Given two drug SMILES strings and cell line genomic features, predict the synergy score measuring deviation from expected non-interaction effect. Drug 1: C1=CC=C(C(=C1)C(C2=CC=C(C=C2)Cl)C(Cl)Cl)Cl. Drug 2: C(CCl)NC(=O)N(CCCl)N=O. Cell line: M14. Synergy scores: CSS=7.37, Synergy_ZIP=-1.10, Synergy_Bliss=2.27, Synergy_Loewe=0.336, Synergy_HSA=2.57.